Dataset: Forward reaction prediction with 1.9M reactions from USPTO patents (1976-2016). Task: Predict the product of the given reaction. (1) Given the reactants CO[C@H](C1C=CC=CC=1)C(O)=O.[F:13][C:14]1[C:19]([O:20][CH2:21][CH2:22][OH:23])=[CH:18][C:17]([O:24][CH3:25])=[CH:16][C:15]=1[C@@H:26]([NH:39][C:40]1[CH:48]=[CH:47][C:43]([C:44]([NH2:46])=[NH:45])=[CH:42][CH:41]=1)[C:27]1[NH:31][C:30](=[O:32])[N:29]([C:33]2[N:38]=[CH:37][CH:36]=[CH:35][N:34]=2)[N:28]=1.C(=O)([O-])[O-].[K+].[K+].CS(C)=O.C1([O:65][C:66](=O)[O:67][CH2:68][C:69]([CH3:71])=[CH2:70])C=CC=CC=1, predict the reaction product. The product is: [CH3:71][C:69](=[CH2:70])[CH2:68][O:67][C:66](=[O:65])[N:45]=[C:44]([C:43]1[CH:42]=[CH:41][C:40]([NH:39][C@H:26]([C:15]2[CH:16]=[C:17]([O:24][CH3:25])[CH:18]=[C:19]([O:20][CH2:21][CH2:22][OH:23])[C:14]=2[F:13])[C:27]2[NH:31][C:30](=[O:32])[N:29]([C:33]3[N:34]=[CH:35][CH:36]=[CH:37][N:38]=3)[N:28]=2)=[CH:48][CH:47]=1)[NH2:46]. (2) Given the reactants [NH2:1][C:2]1[CH:21]=[CH:20][CH:19]=[CH:18][C:3]=1[C:4]([NH:6][C:7]1[CH:17]=[CH:16][C:10]2[O:11][C:12]([F:15])([F:14])[O:13][C:9]=2[CH:8]=1)=[O:5].Cl[CH2:23][C:24]1[CH:29]=[CH:28][N:27]=[C:26]([NH:30][C:31]2[S:32][CH:33]=[C:34]([CH3:36])[N:35]=2)[CH:25]=1.[I-].[Na+], predict the reaction product. The product is: [F:14][C:12]1([F:15])[O:11][C:10]2[CH:16]=[CH:17][C:7]([NH:6][C:4](=[O:5])[C:3]3[CH:18]=[CH:19][CH:20]=[CH:21][C:2]=3[NH:1][CH2:23][C:24]3[CH:29]=[CH:28][N:27]=[C:26]([NH:30][C:31]4[S:32][CH:33]=[C:34]([CH3:36])[N:35]=4)[CH:25]=3)=[CH:8][C:9]=2[O:13]1. (3) Given the reactants Br[C:2]1[C:11]2[C:6](=[CH:7][CH:8]=[CH:9][CH:10]=2)[C:5]([F:12])=[CH:4][CH:3]=1.[Li]C(C)(C)C.[P:18](Cl)([O:23][CH2:24][CH3:25])([O:20][CH2:21][CH3:22])=[O:19], predict the reaction product. The product is: [CH2:21]([O:20][P:18]([C:2]1[C:11]2[C:6](=[CH:7][CH:8]=[CH:9][CH:10]=2)[C:5]([F:12])=[CH:4][CH:3]=1)(=[O:19])[O:23][CH2:24][CH3:25])[CH3:22]. (4) Given the reactants [N+:1]([C:4]1[CH:5]=[C:6]([S:10](Cl)(=[O:12])=[O:11])[CH:7]=[CH:8][CH:9]=1)([O-:3])=[O:2].C(OC(C)C)(=O)C.[F:21][CH:22]([F:25])[CH2:23][OH:24].C(N(CC)CC)C, predict the reaction product. The product is: [N+:1]([C:4]1[CH:5]=[C:6]([S:10]([O:24][CH2:23][CH:22]([F:25])[F:21])(=[O:12])=[O:11])[CH:7]=[CH:8][CH:9]=1)([O-:3])=[O:2]. (5) Given the reactants Cl.[F:2][C:3]([F:29])([F:28])[C:4]1[CH:5]=[C:6]([CH:21]=[C:22]([C:24]([F:27])([F:26])[F:25])[CH:23]=1)[CH2:7][O:8][C@H:9]1[CH2:14][CH2:13][NH:12][CH2:11][C@H:10]1[C:15]1[CH:20]=[CH:19][CH:18]=[CH:17][CH:16]=1.[CH3:30][O:31][C:32]1[CH:39]=[CH:38][C:37]([O:40][CH3:41])=[CH:36][C:33]=1[CH2:34]O, predict the reaction product. The product is: [F:29][C:3]([F:2])([F:28])[C:4]1[CH:5]=[C:6]([CH:21]=[C:22]([C:24]([F:27])([F:25])[F:26])[CH:23]=1)[CH2:7][O:8][C@H:9]1[CH2:14][CH2:13][N:12]([CH2:34][C:33]2[CH:36]=[C:37]([O:40][CH3:41])[CH:38]=[CH:39][C:32]=2[O:31][CH3:30])[CH2:11][C@H:10]1[C:15]1[CH:16]=[CH:17][CH:18]=[CH:19][CH:20]=1. (6) Given the reactants [C:1]1(=[O:10])[C:5]2=[CH:6][S:7][CH:8]=[C:4]2[C:3](=[O:9])O1.[NH2:11][C:12]1([CH3:20])[CH2:17][CH2:16][C:15](=[O:18])[NH:14][C:13]1=[O:19].C1N=CN(C(N2C=NC=C2)=O)C=1, predict the reaction product. The product is: [CH3:20][C:12]1([N:11]2[C:3](=[O:9])[C:4]3=[CH:8][S:7][CH:6]=[C:5]3[C:1]2=[O:10])[CH2:17][CH2:16][C:15](=[O:18])[NH:14][C:13]1=[O:19]. (7) Given the reactants [NH2:1][CH2:2][CH2:3][CH2:4][N:5]1[CH2:10][CH2:9][CH:8]([C:11]2[CH:12]=[C:13]([NH:17][C:18](=[O:22])[CH:19]([CH3:21])[CH3:20])[CH:14]=[CH:15][CH:16]=2)[CH2:7][CH2:6]1.[CH3:23][C:24]1[O:28][N:27]=[C:26]([C:29]2[CH:34]=[CH:33][CH:32]=[CH:31][CH:30]=2)[C:25]=1[C:35](Cl)=[O:36], predict the reaction product. The product is: [C:18]([NH:17][C:13]1[CH:12]=[C:11]([CH:8]2[CH2:9][CH2:10][N:5]([CH2:4][CH2:3][CH2:2][NH:1][C:35]([C:25]3[C:26]([C:29]4[CH:34]=[CH:33][CH:32]=[CH:31][CH:30]=4)=[N:27][O:28][C:24]=3[CH3:23])=[O:36])[CH2:6][CH2:7]2)[CH:16]=[CH:15][CH:14]=1)(=[O:22])[CH:19]([CH3:20])[CH3:21].